Dataset: Forward reaction prediction with 1.9M reactions from USPTO patents (1976-2016). Task: Predict the product of the given reaction. (1) Given the reactants [CH:1]([C:3]([CH2:5][CH3:6])=[O:4])=[CH2:2].[CH3:7][C:8](/[CH:10]=[CH:11]/C)=[CH2:9].Cl(O)(=O)(=O)=O.[CH2:18]([C@@H]1N[C@H](C2OC(C)=CC=2)N(C)C1=O)C1C=CC=CC=1, predict the reaction product. The product is: [CH3:18][C@H:2]1[CH:7]=[C:8]([CH3:9])[CH2:10][CH2:11][C@H:1]1[C:3](=[O:4])[CH2:5][CH3:6]. (2) Given the reactants [Cl:1][C:2]1[C:3]([O:11][CH2:12][CH:13]2[CH2:15][CH2:14]2)=[CH:4][C:5]([C:8]([OH:10])=O)=[N:6][CH:7]=1.[NH2:16][C@@H:17]([CH2:20][CH:21]([CH3:23])[CH3:22])[CH2:18][OH:19], predict the reaction product. The product is: [OH:19][CH2:18][C@@H:17]([NH:16][C:8]([C:5]1[CH:4]=[C:3]([O:11][CH2:12][CH:13]2[CH2:15][CH2:14]2)[C:2]([Cl:1])=[CH:7][N:6]=1)=[O:10])[CH2:20][CH:21]([CH3:23])[CH3:22]. (3) Given the reactants [S:1]1[CH:5]=[CH:4][CH:3]=[C:2]1[C:6]1[CH:13]=[CH:12][C:9]([CH:10]=[O:11])=[CH:8][CH:7]=1.[Br:14]N1C(=O)CCC1=O.Cl, predict the reaction product. The product is: [Br:14][C:5]1[S:1][C:2]([C:6]2[CH:13]=[CH:12][C:9]([CH:10]=[O:11])=[CH:8][CH:7]=2)=[CH:3][CH:4]=1. (4) Given the reactants [CH3:1][N:2]([CH2:13][C:14]1[N:18]([CH2:19][CH:20]2[CH2:25][CH2:24][N:23](C(OC(C)(C)C)=O)[CH2:22][CH2:21]2)[C:17]2[CH:33]=[CH:34][CH:35]=[CH:36][C:16]=2[N:15]=1)[CH:3]1[C:12]2[N:11]=[CH:10][CH:9]=[CH:8][C:7]=2[CH2:6][CH2:5][CH2:4]1.Cl.O1CCOCC1, predict the reaction product. The product is: [CH3:1][N:2]([CH2:13][C:14]1[N:18]([CH2:19][CH:20]2[CH2:25][CH2:24][NH:23][CH2:22][CH2:21]2)[C:17]2[CH:33]=[CH:34][CH:35]=[CH:36][C:16]=2[N:15]=1)[CH:3]1[C:12]2[N:11]=[CH:10][CH:9]=[CH:8][C:7]=2[CH2:6][CH2:5][CH2:4]1. (5) Given the reactants CCN(C(C)C)C(C)C.[NH2:10][C@H:11]([C:22]([N:24]1[CH2:31][CH2:30][CH2:29][C@H:25]1[C:26]([OH:28])=[O:27])=[O:23])[CH2:12][C:13]1[C:21]2[C:16](=[CH:17][CH:18]=[CH:19][CH:20]=2)[NH:15][CH:14]=1.[NH:32]([C:44]([O:46][CH2:47][C:48]1[CH:53]=[CH:52][CH:51]=[CH:50][CH:49]=1)=[O:45])[C@H:33]([C:41](O)=[O:42])[CH2:34][CH2:35][CH2:36][NH:37][C:38](=[NH:40])[NH2:39].Cl.N1C=CC=CC=1.C(Cl)(=O)C(C)(C)C, predict the reaction product. The product is: [NH:32]([C:44]([O:46][CH2:47][C:48]1[CH:49]=[CH:50][CH:51]=[CH:52][CH:53]=1)=[O:45])[C@H:33]([C:41]([NH:10][C@H:11]([C:22]([N:24]1[CH2:31][CH2:30][CH2:29][C@H:25]1[C:26]([OH:28])=[O:27])=[O:23])[CH2:12][C:13]1[C:21]2[C:16](=[CH:17][CH:18]=[CH:19][CH:20]=2)[NH:15][CH:14]=1)=[O:42])[CH2:34][CH2:35][CH2:36][NH:37][C:38](=[NH:39])[NH2:40]. (6) The product is: [NH2:24][C@@H:10]([CH2:11][NH:12][CH2:13][C:14]12[CH2:23][CH:18]3[CH2:17][CH:16]([CH2:22][CH:20]([CH2:19]3)[CH2:21]1)[CH2:15]2)[CH2:9][OH:8].[ClH:32]. Given the reactants [Si]([O:8][CH2:9][C@@H:10]([NH:24]C(=O)OC(C)(C)C)[CH2:11][NH:12][CH2:13][C:14]12[CH2:23][CH:18]3[CH2:19][CH:20]([CH2:22][CH:16]([CH2:17]3)[CH2:15]1)[CH2:21]2)(C(C)(C)C)(C)C.[ClH:32], predict the reaction product. (7) Given the reactants [CH3:1][N:2]1[CH:6]=[C:5](B2OC(C)(C)C(C)(C)O2)[CH:4]=[N:3]1.Br[C:17]1[CH:18]=[C:19]([C:24]2[S:28][C:27]([NH2:29])=[N:26][C:25]=2[C:30]2[CH:35]=[CH:34][CH:33]=[C:32]([CH3:36])[N:31]=2)[CH:20]=[CH:21][C:22]=1[F:23], predict the reaction product. The product is: [F:23][C:22]1[CH:17]=[CH:18][C:19]([C:24]2[S:28][C:27]([NH2:29])=[N:26][C:25]=2[C:30]2[CH:35]=[CH:34][CH:33]=[C:32]([CH3:36])[N:31]=2)=[CH:20][C:21]=1[C:5]1[CH:4]=[N:3][N:2]([CH3:1])[CH:6]=1.